From a dataset of Reaction yield outcomes from USPTO patents with 853,638 reactions. Predict the reaction yield, written as a fraction of the theoretical maximum amount of product (1.0 means a 100% yield; for example, 0.34 means a 34% yield). The reactants are CO[C:3](=[O:22])[C:4]1[CH:9]=[C:8]([C:10]2[N:11]([CH3:16])[N:12]=[C:13]([CH3:15])[CH:14]=2)[C:7]([C:17]([F:20])([F:19])[F:18])=[CH:6][C:5]=1[NH2:21].CC[N:25]([CH2:28]C)CC.[CH3:30][S:31]([NH:34]N)(=[O:33])=[O:32].[OH-:36].[Na+]. The catalyst is C(Cl)Cl.O. The product is [CH3:16][N:11]1[C:10]([C:8]2[CH:9]=[C:4]3[C:5](=[CH:6][C:7]=2[C:17]([F:18])([F:19])[F:20])[NH:21][C:28](=[O:36])[N:25]([NH:34][S:31]([CH3:30])(=[O:33])=[O:32])[C:3]3=[O:22])=[CH:14][C:13]([CH3:15])=[N:12]1. The yield is 0.260.